From a dataset of Forward reaction prediction with 1.9M reactions from USPTO patents (1976-2016). Predict the product of the given reaction. (1) Given the reactants [CH3:1][N:2]([CH3:29])[CH2:3][CH2:4][CH2:5][C:6]#[C:7][C:8]1[CH:13]=[CH:12][C:11]([N:14]([CH3:28])[S:15]([C:18]2[CH:23]=[CH:22][C:21]([C:24]([F:27])([F:26])[F:25])=[CH:20][CH:19]=2)(=[O:17])=[O:16])=[CH:10][CH:9]=1.CC(O)=O, predict the reaction product. The product is: [CH3:29][N:2]([CH3:1])[CH2:3][CH2:4][CH2:5][CH2:6][CH2:7][C:8]1[CH:9]=[CH:10][C:11]([N:14]([CH3:28])[S:15]([C:18]2[CH:19]=[CH:20][C:21]([C:24]([F:26])([F:27])[F:25])=[CH:22][CH:23]=2)(=[O:17])=[O:16])=[CH:12][CH:13]=1. (2) Given the reactants [NH2:1][C:2]1[CH:6]=[C:5]([C:7]#[C:8][C:9]([CH3:12])([CH3:11])[CH3:10])[S:4][C:3]=1[C:13]([O:15][CH3:16])=[O:14].[CH3:17][O:18][P:19]1(=[O:26])[CH2:24][CH2:23][C:22](=O)[CH2:21][CH2:20]1.C([Sn](Cl)(Cl)CCCC)CCC.C1([SiH3])C=CC=CC=1, predict the reaction product. The product is: [CH3:10][C:9]([CH3:11])([CH3:12])[C:8]#[C:7][C:5]1[S:4][C:3]([C:13]([O:15][CH3:16])=[O:14])=[C:2]([NH:1][CH:22]2[CH2:23][CH2:24][P:19]([O:18][CH3:17])(=[O:26])[CH2:20][CH2:21]2)[CH:6]=1. (3) Given the reactants [CH2:1]([C:5]1[N:10]2[N:11]=[CH:12][N:13]=[C:9]2[N:8]([CH:14]2[CH2:19][CH2:18][CH:17]([OH:20])[CH2:16][CH2:15]2)[C:7](=[O:21])[C:6]=1[CH2:22][C:23]1[CH:28]=[CH:27][C:26]([C:29]2[C:30]([C:35]#[N:36])=[CH:31][CH:32]=[CH:33][CH:34]=2)=[CH:25][CH:24]=1)[CH2:2][CH2:3][CH3:4].CI.[CH3:39]N(C)C=O.[H-].[Na+], predict the reaction product. The product is: [CH2:1]([C:5]1[N:10]2[N:11]=[CH:12][N:13]=[C:9]2[N:8]([CH:14]2[CH2:19][CH2:18][CH:17]([O:20][CH3:39])[CH2:16][CH2:15]2)[C:7](=[O:21])[C:6]=1[CH2:22][C:23]1[CH:28]=[CH:27][C:26]([C:29]2[C:30]([C:35]#[N:36])=[CH:31][CH:32]=[CH:33][CH:34]=2)=[CH:25][CH:24]=1)[CH2:2][CH2:3][CH3:4]. (4) Given the reactants [CH2:1]([N:5]1C2C(=CC(C)=CC=2)[CH:7]=[C:6]1[C:15]([O:17][CH2:18][CH3:19])=[O:16])[CH:2]([CH3:4])[CH3:3].[Br:20]N1C(=O)CCC1=O.N(C(C)(C)C#N)=NC(C)(C)C#N.[C:40]([O-:43])(=O)C.[K+].[CH:45]1[CH:50]=[CH:49][CH:48]=[CH:47][CH:46]=1, predict the reaction product. The product is: [Br:20][C:7]1[C:50]2[C:45](=[CH:46][CH:47]=[C:48]([CH:40]=[O:43])[CH:49]=2)[N:5]([CH2:1][CH:2]([CH3:4])[CH3:3])[C:6]=1[C:15]([O:17][CH2:18][CH3:19])=[O:16].